This data is from TCR-epitope binding with 47,182 pairs between 192 epitopes and 23,139 TCRs. The task is: Binary Classification. Given a T-cell receptor sequence (or CDR3 region) and an epitope sequence, predict whether binding occurs between them. (1) The epitope is PROT_97E67BCC. The TCR CDR3 sequence is CATSDPARTGGNNEQFF. Result: 0 (the TCR does not bind to the epitope). (2) The epitope is TPGPGVRYPL. The TCR CDR3 sequence is CASSPGTDYGYTF. Result: 0 (the TCR does not bind to the epitope). (3) The epitope is LEPLVDLPI. The TCR CDR3 sequence is CASSLGGLGVNEKLFF. Result: 0 (the TCR does not bind to the epitope). (4) The epitope is NYSGVVTTVMF. The TCR CDR3 sequence is CASSPKGVEQYF. Result: 1 (the TCR binds to the epitope).